Dataset: CYP2C19 inhibition data for predicting drug metabolism from PubChem BioAssay. Task: Regression/Classification. Given a drug SMILES string, predict its absorption, distribution, metabolism, or excretion properties. Task type varies by dataset: regression for continuous measurements (e.g., permeability, clearance, half-life) or binary classification for categorical outcomes (e.g., BBB penetration, CYP inhibition). Dataset: cyp2c19_veith. (1) The drug is CCNc1nnc(-c2ccncc2)s1. The result is 1 (inhibitor). (2) The molecule is c1ccc2sc(SCSc3nc4ccccc4s3)nc2c1. The result is 1 (inhibitor). (3) The molecule is CNc1ncnc2c1ncn2[C@H]1C[C@@H](OP(=O)([O-])O)[C@H](COP(=O)([O-])O)O1. The result is 0 (non-inhibitor). (4) The molecule is O=C(NC(=S)Nc1nc(-c2ccc(Br)cc2)cs1)c1cccnc1. The result is 1 (inhibitor). (5) The compound is O=C(O)/C=C1\NC(=O)c2ccccc21. The result is 0 (non-inhibitor).